This data is from Full USPTO retrosynthesis dataset with 1.9M reactions from patents (1976-2016). The task is: Predict the reactants needed to synthesize the given product. (1) Given the product [CH3:6][O:7][CH2:8][O:9][C:10]1[C:11]([C:16]2[CH:17]=[N:18][CH:19]=[CH:20][CH:21]=2)=[N:12][CH:13]=[CH:14][C:15]=1[CH:25]=[O:26], predict the reactants needed to synthesize it. The reactants are: [Li]CCCC.[CH3:6][O:7][CH2:8][O:9][C:10]1[C:11]([C:16]2[CH:17]=[N:18][CH:19]=[CH:20][CH:21]=2)=[N:12][CH:13]=[CH:14][CH:15]=1.CN([CH:25]=[O:26])C.[Cl-].[NH4+]. (2) Given the product [CH2:1]([O:8][C:9]1[CH:10]=[C:11]2[C:12](=[CH:17][CH:18]=1)[CH2:13][CH:14]([CH:19]([O:38][Si:39]([C:42]([CH3:44])([CH3:45])[CH3:43])([CH3:40])[CH3:41])[C:20]1[O:21][C:22]([C:47]3[N:52]=[C:51]([C:53]([O:55][CH3:56])=[O:54])[CH:50]=[CH:49][CH:48]=3)=[CH:23][N:24]=1)[CH2:15][CH2:16]2)[C:2]1[CH:3]=[CH:4][CH:5]=[CH:6][CH:7]=1, predict the reactants needed to synthesize it. The reactants are: [CH2:1]([O:8][C:9]1[CH:10]=[C:11]2[C:16](=[CH:17][CH:18]=1)[CH2:15][CH:14]([CH:19]([O:38][Si:39]([C:42]([CH3:45])([CH3:44])[CH3:43])([CH3:41])[CH3:40])[C:20]1[O:21][C:22]([Sn](CCCC)(CCCC)CCCC)=[CH:23][N:24]=1)[CH2:13][CH2:12]2)[C:2]1[CH:7]=[CH:6][CH:5]=[CH:4][CH:3]=1.Br[C:47]1[N:52]=[C:51]([C:53]([O:55][CH3:56])=[O:54])[CH:50]=[CH:49][CH:48]=1. (3) Given the product [NH2:14][C:15]1[C:24]2[C:19](=[CH:20][CH:21]=[CH:22][CH:23]=2)[C:18]([O:25][C:26]2[CH:31]=[CH:30][N:29]=[C:28]([NH:32][C:33]3[CH:38]=[C:37]([CH:36]=[C:35]([C:52]#[CH:53])[CH:34]=3)[C:39]([NH:40][CH2:41][CH2:42][O:43][CH2:44][CH2:45][O:46][CH2:47][CH2:48][O:49][CH3:50])=[O:51])[CH:27]=2)=[CH:17][CH:16]=1, predict the reactants needed to synthesize it. The reactants are: C(O)(C(F)(F)F)=O.C(OC(=O)[NH:14][C:15]1[C:24]2[C:19](=[CH:20][CH:21]=[CH:22][CH:23]=2)[C:18]([O:25][C:26]2[CH:31]=[CH:30][N:29]=[C:28]([NH:32][C:33]3[CH:38]=[C:37]([C:39](=[O:51])[NH:40][CH2:41][CH2:42][O:43][CH2:44][CH2:45][O:46][CH2:47][CH2:48][O:49][CH3:50])[CH:36]=[C:35]([C:52]#[CH:53])[CH:34]=3)[CH:27]=2)=[CH:17][CH:16]=1)(C)(C)C. (4) The reactants are: [CH3:1][C:2]1[CH:8]=[CH:7][CH:6]=[CH:5][C:3]=1[NH2:4].C1(C)C=CC=CC=1.[Br:16][C:17]1[CH:18]=[CH:19][CH:20]=[C:21]2[C:26]=1[C:25](=O)[CH2:24][CH2:23][CH2:22]2.[BH3-]C#N.[Na+]. Given the product [Br:16][C:17]1[CH:18]=[CH:19][CH:20]=[C:21]2[C:26]=1[CH:25]([NH:4][C:3]1[CH:5]=[CH:6][CH:7]=[CH:8][C:2]=1[CH3:1])[CH2:24][CH2:23][CH2:22]2, predict the reactants needed to synthesize it. (5) The reactants are: [H-].[Al+3].[Li+].[H-].[H-].[H-].[CH2:7]([O:9][C:10]1[CH:15]=[CH:14][C:13]([CH2:16][CH2:17][CH:18]=[O:19])=[C:12]([F:20])[C:11]=1[F:21])[CH3:8].C(OCC)(=O)C.N. Given the product [CH2:7]([O:9][C:10]1[CH:15]=[CH:14][C:13]([CH2:16][CH2:17][CH2:18][OH:19])=[C:12]([F:20])[C:11]=1[F:21])[CH3:8], predict the reactants needed to synthesize it. (6) Given the product [Cl:42][C:33]1[C:12]([C:9]2[CH:10]=[CH:11][C:6]([C:3]3[NH:2][N:1]=[CH:5][CH:4]=3)=[CH:7][CH:8]=2)=[CH:13][C:14]2[N:18]=[C:17]([O:19][CH2:20][C:21]([OH:23])=[O:22])[NH:16][C:15]=2[CH:32]=1, predict the reactants needed to synthesize it. The reactants are: [N:1]1[NH:2][C:3]([C:6]2[CH:11]=[CH:10][C:9]([C:12]3[CH:33]=[CH:32][C:15]4[N:16](COCC[Si](C)(C)C)[C:17]([O:19][CH2:20][C:21]([OH:23])=[O:22])=[N:18][C:14]=4[CH:13]=3)=[CH:8][CH:7]=2)=[CH:4][CH:5]=1.[H-].[Na+].COC(=O)CO.[Cl:42]C1C(C2C=CC(C3NN=CC=3)=CC=2)=CC2N=C(S(C)(=O)=O)N(COCC[Si](C)(C)C)C=2C=1. (7) The reactants are: C1C=CC(P(C2C(C3C(P(C4C=CC=CC=4)C4C=CC=CC=4)=CC=C4C=3C=CC=C4)=C3C(C=CC=C3)=CC=2)C2C=CC=CC=2)=CC=1.C(=O)([O-])[O-].[Cs+].[Cs+].Br[C:54]1[CH:59]=[CH:58][CH:57]=[C:56]([Br:60])[CH:55]=1.[O:61]1[CH2:66][CH2:65][CH2:64][CH2:63][CH:62]1[O:67][CH:68]1[CH2:72][CH2:71][NH:70][CH2:69]1. Given the product [Br:60][C:56]1[CH:55]=[C:54]([N:70]2[CH2:71][CH2:72][CH:68]([O:67][CH:62]3[CH2:63][CH2:64][CH2:65][CH2:66][O:61]3)[CH2:69]2)[CH:59]=[CH:58][CH:57]=1, predict the reactants needed to synthesize it. (8) Given the product [CH:19]1[CH:18]=[CH:17][C:6]2[N:7]([C:14]([NH2:16])=[O:15])[C:8]3[CH:13]=[CH:12][CH:11]=[CH:10][C:9]=3[C:3](=[O:2])[CH2:4][C:5]=2[CH:20]=1, predict the reactants needed to synthesize it. The reactants are: C[O:2][C:3]1[C:9]2[CH:10]=[CH:11][CH:12]=[CH:13][C:8]=2[N:7]([C:14]([NH2:16])=[O:15])[C:6]2[CH:17]=[CH:18][CH:19]=[CH:20][C:5]=2[CH:4]=1.C1(C)C(S(O)(=O)=O)=CC=CC=1. (9) Given the product [CH3:8][C:7]1[C:2]([N:1]2[CH:12]=[CH:16][CH:15]=[CH:14]2)=[C:3]([OH:9])[CH:4]=[CH:5][CH:6]=1, predict the reactants needed to synthesize it. The reactants are: [NH2:1][C:2]1[C:7]([CH3:8])=[CH:6][CH:5]=[CH:4][C:3]=1[OH:9].CO[CH:12]1[CH2:16][CH2:15][CH:14](OC)O1.